Dataset: Full USPTO retrosynthesis dataset with 1.9M reactions from patents (1976-2016). Task: Predict the reactants needed to synthesize the given product. Given the product [CH3:15][O:8][C:7]([C:6]1[CH:10]=[C:2]([CH:3]=[C:4]([N+:12]([O-:14])=[O:13])[C:5]=1[CH3:11])[O:1][CH:22]1[CH2:25][N:24]([C:26]([O:28][C:29]([CH3:32])([CH3:31])[CH3:30])=[O:27])[CH2:23]1)=[O:9], predict the reactants needed to synthesize it. The reactants are: [OH:1][C:2]1[CH:3]=[C:4]([N+:12]([O-:14])=[O:13])[C:5]([CH3:11])=[C:6]([CH:10]=1)[C:7]([O-:9])=[O:8].[C:15](=O)([O-])[O-].[Cs+].[Cs+].I[CH:22]1[CH2:25][N:24]([C:26]([O:28][C:29]([CH3:32])([CH3:31])[CH3:30])=[O:27])[CH2:23]1.C(OCC)(=O)C.